Dataset: HIV replication inhibition screening data with 41,000+ compounds from the AIDS Antiviral Screen. Task: Binary Classification. Given a drug SMILES string, predict its activity (active/inactive) in a high-throughput screening assay against a specified biological target. The drug is COC(=O)CN1C(=O)c2cccc3cc([N+](=O)[O-])cc(c23)C1=O. The result is 0 (inactive).